Dataset: Forward reaction prediction with 1.9M reactions from USPTO patents (1976-2016). Task: Predict the product of the given reaction. Given the reactants [Br:1][C:2]1[C:7]([O:8]C)=[C:6]([Cl:10])[CH:5]=[CH:4][N:3]=1.B(Br)(Br)Br, predict the reaction product. The product is: [Br:1][C:2]1[C:7]([OH:8])=[C:6]([Cl:10])[CH:5]=[CH:4][N:3]=1.